The task is: Regression. Given two drug SMILES strings and cell line genomic features, predict the synergy score measuring deviation from expected non-interaction effect.. This data is from NCI-60 drug combinations with 297,098 pairs across 59 cell lines. (1) Drug 1: C1C(C(OC1N2C=C(C(=O)NC2=O)F)CO)O. Drug 2: CN(CCCl)CCCl.Cl. Cell line: SF-268. Synergy scores: CSS=23.5, Synergy_ZIP=-6.76, Synergy_Bliss=-2.25, Synergy_Loewe=-13.8, Synergy_HSA=-0.970. (2) Drug 1: C1=CC=C(C=C1)NC(=O)CCCCCCC(=O)NO. Drug 2: CNC(=O)C1=NC=CC(=C1)OC2=CC=C(C=C2)NC(=O)NC3=CC(=C(C=C3)Cl)C(F)(F)F. Cell line: MALME-3M. Synergy scores: CSS=13.0, Synergy_ZIP=-3.15, Synergy_Bliss=-0.798, Synergy_Loewe=-24.5, Synergy_HSA=-1.52. (3) Drug 1: CC1=C(C(CCC1)(C)C)C=CC(=CC=CC(=CC(=O)O)C)C. Drug 2: CC(C)(C#N)C1=CC(=CC(=C1)CN2C=NC=N2)C(C)(C)C#N. Cell line: NCI/ADR-RES. Synergy scores: CSS=-2.86, Synergy_ZIP=0.266, Synergy_Bliss=-4.27, Synergy_Loewe=-6.14, Synergy_HSA=-5.41. (4) Drug 1: CC1=C2C(C(=O)C3(C(CC4C(C3C(C(C2(C)C)(CC1OC(=O)C(C(C5=CC=CC=C5)NC(=O)OC(C)(C)C)O)O)OC(=O)C6=CC=CC=C6)(CO4)OC(=O)C)OC)C)OC. Drug 2: CC1=C(C(=O)C2=C(C1=O)N3CC4C(C3(C2COC(=O)N)OC)N4)N. Cell line: A498. Synergy scores: CSS=43.4, Synergy_ZIP=-1.97, Synergy_Bliss=1.46, Synergy_Loewe=2.72, Synergy_HSA=4.73. (5) Drug 1: COC1=CC(=CC(=C1O)OC)C2C3C(COC3=O)C(C4=CC5=C(C=C24)OCO5)OC6C(C(C7C(O6)COC(O7)C8=CC=CS8)O)O. Drug 2: CCC1=C2CN3C(=CC4=C(C3=O)COC(=O)C4(CC)O)C2=NC5=C1C=C(C=C5)O. Cell line: SNB-75. Synergy scores: CSS=48.5, Synergy_ZIP=-2.08, Synergy_Bliss=0.202, Synergy_Loewe=-12.6, Synergy_HSA=2.01.